From a dataset of Forward reaction prediction with 1.9M reactions from USPTO patents (1976-2016). Predict the product of the given reaction. (1) Given the reactants [F:1][C:2]1[CH:16]=[C:15]([F:17])[CH:14]=[CH:13][C:3]=1[CH2:4][O:5][C:6]1[CH:11]=[CH:10][NH:9][C:8](=[O:12])[CH:7]=1.[Br:18]Br, predict the reaction product. The product is: [Br:18][C:7]1[C:8](=[O:12])[NH:9][CH:10]=[CH:11][C:6]=1[O:5][CH2:4][C:3]1[CH:13]=[CH:14][C:15]([F:17])=[CH:16][C:2]=1[F:1]. (2) Given the reactants Cl.Cl[C:3]1[N:12]=[C:11]([N:13]([C:15]2[CH:20]=[CH:19][C:18]([O:21][CH3:22])=[CH:17][CH:16]=2)[CH3:14])[C:10]2[C:5](=[CH:6][CH:7]=[CH:8][CH:9]=2)[N:4]=1.[C:23]([O:27][C:28](=[O:33])[NH:29][CH2:30][CH2:31][NH2:32])([CH3:26])([CH3:25])[CH3:24].CCN(CC)CC.CO.C(Cl)Cl, predict the reaction product. The product is: [C:23]([O:27][C:28](=[O:33])[NH:29][CH2:30][CH2:31][NH:32][C:3]1[N:12]=[C:11]([N:13]([C:15]2[CH:20]=[CH:19][C:18]([O:21][CH3:22])=[CH:17][CH:16]=2)[CH3:14])[C:10]2[C:5](=[CH:6][CH:7]=[CH:8][CH:9]=2)[N:4]=1)([CH3:26])([CH3:24])[CH3:25]. (3) Given the reactants [C:1]1([CH:9]=[C:7]([OH:8])[CH:6]=[C:4]([OH:5])[CH:3]=1)[OH:2].[CH3:10][O:11][CH2:12][C:13]#N.C([O:17]CC)C, predict the reaction product. The product is: [CH3:10][O:11][CH2:12][C:13]([C:9]1[C:1]([OH:2])=[CH:3][C:4]([OH:5])=[CH:6][C:7]=1[OH:8])=[O:17]. (4) Given the reactants [Cl:1][C:2]1[CH:7]=[CH:6][CH:5]=[CH:4][C:3]=1[CH:8]([N:20]1[CH2:25][CH2:24][C:23]2[NH:26][CH:27]=[CH:28][C:22]=2[CH2:21]1)[CH2:9][CH2:10][CH2:11][CH2:12][CH2:13][C:14]([CH3:19])([CH3:18])[C:15]([OH:17])=[O:16].Cl.O, predict the reaction product. The product is: [ClH:1].[Cl:1][C:2]1[CH:7]=[CH:6][CH:5]=[CH:4][C:3]=1[CH:8]([N:20]1[CH2:25][CH2:24][C:23]2[NH:26][CH:27]=[CH:28][C:22]=2[CH2:21]1)[CH2:9][CH2:10][CH2:11][CH2:12][CH2:13][C:14]([CH3:19])([CH3:18])[C:15]([OH:17])=[O:16].